From a dataset of Full USPTO retrosynthesis dataset with 1.9M reactions from patents (1976-2016). Predict the reactants needed to synthesize the given product. (1) Given the product [S:17]1[C:18]2[CH:24]=[CH:23][CH:22]=[CH:21][C:19]=2[N:20]=[C:16]1[NH:15][C:12]1[CH:13]=[CH:14][C:9]([O:8][C:3]2[C:2]([CH:27]3[CH2:28][CH2:29][C:25](=[O:30])[CH2:26]3)=[CH:7][CH:6]=[CH:5][N:4]=2)=[CH:10][CH:11]=1, predict the reactants needed to synthesize it. The reactants are: I[C:2]1[C:3]([O:8][C:9]2[CH:14]=[CH:13][C:12]([NH:15][C:16]3[S:17][C:18]4[CH:24]=[CH:23][CH:22]=[CH:21][C:19]=4[N:20]=3)=[CH:11][CH:10]=2)=[N:4][CH:5]=[CH:6][CH:7]=1.[CH:25]1([OH:30])[CH2:29][CH2:28][CH:27]=[CH:26]1.C([O-])(=O)C.[K+]. (2) Given the product [NH2:1][C:2]1[C:7]([F:8])=[C:6]([CH2:9][CH:10]2[CH2:11][CH2:12]2)[N:5]=[C:4]([C:13]([OH:22])=[O:14])[C:3]=1[Cl:15], predict the reactants needed to synthesize it. The reactants are: [NH2:1][C:2]1[C:7]([F:8])=[C:6]([CH2:9][CH:10]2[CH2:12][CH2:11]2)[N:5]=[C:4]([CH:13]=[O:14])[C:3]=1[Cl:15].CC(=CC)C.P([O-])([O-])(O)=[O:22].[Na+].[Na+].Cl([O-])=O.[Na+]. (3) Given the product [CH3:13][O:12][C:3]1[CH:4]=[C:5]([CH:8]=[C:9]([O:10][CH3:11])[C:2]=1[O:1][CH2:21][CH2:22][CH2:23][C:24]1[CH:29]=[CH:28][CH:27]=[CH:26][CH:25]=1)[CH:6]=[O:7], predict the reactants needed to synthesize it. The reactants are: [OH:1][C:2]1[C:9]([O:10][CH3:11])=[CH:8][C:5]([CH:6]=[O:7])=[CH:4][C:3]=1[O:12][CH3:13].C([O-])([O-])=O.[Cs+].[Cs+].Br[CH2:21][CH2:22][CH2:23][C:24]1[CH:29]=[CH:28][CH:27]=[CH:26][CH:25]=1.O. (4) Given the product [NH2:27][CH2:28][C:29]1[CH:34]=[C:33]([C:2]2[CH:20]=[C:19]([O:21][CH2:22][CH:23]3[CH2:25][CH2:24]3)[CH:18]=[C:4]([CH2:5][O:6][C:7]3[CH:12]=[CH:11][CH:10]=[CH:9][C:8]=3[CH2:13][C:14]([OH:16])=[O:15])[CH:3]=2)[CH:32]=[CH:31][CH:30]=1, predict the reactants needed to synthesize it. The reactants are: Br[C:2]1[CH:3]=[C:4]([CH:18]=[C:19]([O:21][CH2:22][CH:23]2[CH2:25][CH2:24]2)[CH:20]=1)[CH2:5][O:6][C:7]1[CH:12]=[CH:11][CH:10]=[CH:9][C:8]=1[CH2:13][C:14]([O:16]C)=[O:15].Cl.[NH2:27][CH2:28][C:29]1[CH:30]=[C:31](B(O)O)[CH:32]=[CH:33][CH:34]=1. (5) Given the product [CH2:1]([O:8][C:9]1[CH:10]=[C:11](/[CH:15]=[CH:16]/[CH2:17][OH:18])[CH:12]=[CH:13][CH:14]=1)[C:2]1[CH:3]=[CH:4][CH:5]=[CH:6][CH:7]=1, predict the reactants needed to synthesize it. The reactants are: [CH2:1]([O:8][C:9]1[CH:10]=[C:11](/[CH:15]=[CH:16]/[C:17](O)=[O:18])[CH:12]=[CH:13][CH:14]=1)[C:2]1[CH:7]=[CH:6][CH:5]=[CH:4][CH:3]=1.C(N(CC)CC)C.ClC(OCC)=O.[BH4-].[Li+].[OH-].[Na+]. (6) Given the product [CH3:46][N:47]1[CH2:48][CH2:49][N:50]([C:53]2[N:58]=[CH:57][C:56]([C:59]3[CH:60]=[C:61]4[C:67]([C:68]5[CH:69]=[N:70][N:71]([CH2:73][CH2:74][C:75]6[CH:80]=[CH:79][CH:78]=[CH:77][CH:76]=6)[CH:72]=5)=[CH:66][NH:65][C:62]4=[N:63][CH:64]=3)=[CH:55][CH:54]=2)[CH2:51][CH2:52]1, predict the reactants needed to synthesize it. The reactants are: Cl.FC1C=C(C=CC=1)CN1C=C(C2C3C(=NC=C(C4C=CC(C5CCNCC5)=CC=4)C=3)N(S(C3C=CC(C)=CC=3)(=O)=O)C=2)C=N1.[CH3:46][N:47]1[CH2:52][CH2:51][N:50]([C:53]2[N:58]=[CH:57][C:56]([C:59]3[CH:60]=[C:61]4[C:67]([C:68]5[CH:69]=[N:70][N:71]([CH2:73][CH2:74][C:75]6[CH:80]=[CH:79][CH:78]=[CH:77][CH:76]=6)[CH:72]=5)=[CH:66][N:65](S(C5C=CC(C)=CC=5)(=O)=O)[C:62]4=[N:63][CH:64]=3)=[CH:55][CH:54]=2)[CH2:49][CH2:48]1.[OH-].[Li+]. (7) Given the product [F:34][C:31]1[CH:32]=[CH:33][C:28]([S:25]([C:23]2[CH:22]=[CH:21][C:20]([CH3:35])=[C:19]([S:16]([NH:15][CH:12]3[CH2:11][CH2:10][NH:9][CH2:14][CH2:13]3)(=[O:17])=[O:18])[CH:24]=2)(=[O:26])=[O:27])=[CH:29][CH:30]=1, predict the reactants needed to synthesize it. The reactants are: Cl.C([N:9]1[CH2:14][CH2:13][CH:12]([NH:15][S:16]([C:19]2[CH:24]=[C:23]([S:25]([C:28]3[CH:33]=[CH:32][C:31]([F:34])=[CH:30][CH:29]=3)(=[O:27])=[O:26])[CH:22]=[CH:21][C:20]=2[CH3:35])(=[O:18])=[O:17])[CH2:11][CH2:10]1)C1C=CC=CC=1.